From a dataset of NCI-60 drug combinations with 297,098 pairs across 59 cell lines. Regression. Given two drug SMILES strings and cell line genomic features, predict the synergy score measuring deviation from expected non-interaction effect. (1) Cell line: NCIH23. Drug 2: CC1CCC2CC(C(=CC=CC=CC(CC(C(=O)C(C(C(=CC(C(=O)CC(OC(=O)C3CCCCN3C(=O)C(=O)C1(O2)O)C(C)CC4CCC(C(C4)OC)OCCO)C)C)O)OC)C)C)C)OC. Synergy scores: CSS=65.3, Synergy_ZIP=-0.900, Synergy_Bliss=2.53, Synergy_Loewe=6.61, Synergy_HSA=7.86. Drug 1: C1=CC(=C2C(=C1NCCNCCO)C(=O)C3=C(C=CC(=C3C2=O)O)O)NCCNCCO. (2) Drug 1: C1=CC(=CC=C1C#N)C(C2=CC=C(C=C2)C#N)N3C=NC=N3. Drug 2: C1=CC=C(C(=C1)C(C2=CC=C(C=C2)Cl)C(Cl)Cl)Cl. Cell line: KM12. Synergy scores: CSS=5.33, Synergy_ZIP=-2.62, Synergy_Bliss=-7.63, Synergy_Loewe=0.561, Synergy_HSA=-7.80. (3) Drug 1: C1=C(C(=O)NC(=O)N1)N(CCCl)CCCl. Drug 2: C1=CC(=CC=C1C#N)C(C2=CC=C(C=C2)C#N)N3C=NC=N3. Cell line: SR. Synergy scores: CSS=35.1, Synergy_ZIP=3.46, Synergy_Bliss=1.85, Synergy_Loewe=-4.59, Synergy_HSA=3.19. (4) Drug 1: CC=C1C(=O)NC(C(=O)OC2CC(=O)NC(C(=O)NC(CSSCCC=C2)C(=O)N1)C(C)C)C(C)C. Drug 2: CC12CCC3C(C1CCC2OP(=O)(O)O)CCC4=C3C=CC(=C4)OC(=O)N(CCCl)CCCl.[Na+]. Cell line: K-562. Synergy scores: CSS=74.6, Synergy_ZIP=-1.78, Synergy_Bliss=0.329, Synergy_Loewe=-56.9, Synergy_HSA=1.09. (5) Cell line: COLO 205. Synergy scores: CSS=13.0, Synergy_ZIP=-2.35, Synergy_Bliss=-0.0615, Synergy_Loewe=-11.4, Synergy_HSA=-2.14. Drug 2: C1=CN(C=N1)CC(O)(P(=O)(O)O)P(=O)(O)O. Drug 1: CC1CCC2CC(C(=CC=CC=CC(CC(C(=O)C(C(C(=CC(C(=O)CC(OC(=O)C3CCCCN3C(=O)C(=O)C1(O2)O)C(C)CC4CCC(C(C4)OC)OCCO)C)C)O)OC)C)C)C)OC. (6) Drug 1: CN(C)C1=NC(=NC(=N1)N(C)C)N(C)C. Drug 2: CC1CCCC2(C(O2)CC(NC(=O)CC(C(C(=O)C(C1O)C)(C)C)O)C(=CC3=CSC(=N3)C)C)C. Cell line: A498. Synergy scores: CSS=-1.28, Synergy_ZIP=1.28, Synergy_Bliss=2.50, Synergy_Loewe=-6.70, Synergy_HSA=-2.52.